This data is from Reaction yield outcomes from USPTO patents with 853,638 reactions. The task is: Predict the reaction yield, written as a fraction of the theoretical maximum amount of product (1.0 means a 100% yield; for example, 0.34 means a 34% yield). (1) The reactants are [CH2:1]([O:8][C:9]([NH:11][CH2:12][CH2:13][C@@H:14]([OH:18])[C:15]([OH:17])=[O:16])=[O:10])[C:2]1[CH:7]=[CH:6][CH:5]=[CH:4][CH:3]=1.S(=O)(=O)(O)O.[CH3:24][CH2:25]O. No catalyst specified. The product is [CH2:24]([O:16][C:15](=[O:17])[C@H:14]([OH:18])[CH2:13][CH2:12][NH:11][C:9]([O:8][CH2:1][C:2]1[CH:3]=[CH:4][CH:5]=[CH:6][CH:7]=1)=[O:10])[CH3:25]. The yield is 0.810. (2) The yield is 0.810. The reactants are [C:1]([O:5][C:6](=[O:31])[NH:7][C:8]1[C:17]([CH2:18][CH2:19][CH:20]=C)=[C:16]2[C:11]([CH2:12][CH2:13][C@H:14]([C:22]([CH3:30])([CH3:29])[O:23][SiH2:24][C:25]([CH3:28])([CH3:27])[CH3:26])[O:15]2)=[CH:10][CH:9]=1)([CH3:4])([CH3:3])[CH3:2].I([O-])(=O)(=O)=[O:33].[Na+]. The catalyst is O1CCCC1.O.C(OCC)(=O)C.[Os](=O)(=O)(=O)=O. The product is [C:1]([O:5][C:6]([N:7]1[C:8]2[C:17](=[C:16]3[C:11](=[CH:10][CH:9]=2)[CH2:12][CH2:13][C@H:14]([C:22]([CH3:30])([CH3:29])[O:23][SiH2:24][C:25]([CH3:28])([CH3:26])[CH3:27])[O:15]3)[CH2:18][CH2:19][CH:20]1[OH:33])=[O:31])([CH3:4])([CH3:3])[CH3:2].